This data is from Peptide-MHC class I binding affinity with 185,985 pairs from IEDB/IMGT. The task is: Regression. Given a peptide amino acid sequence and an MHC pseudo amino acid sequence, predict their binding affinity value. This is MHC class I binding data. (1) The peptide sequence is TIPPTAGILK. The MHC is HLA-A68:01 with pseudo-sequence HLA-A68:01. The binding affinity (normalized) is 0.755. (2) The MHC is Mamu-A11 with pseudo-sequence Mamu-A11. The peptide sequence is PENLWVTVY. The binding affinity (normalized) is 0.0613. (3) The peptide sequence is MGNGCFKIYH. The MHC is HLA-A11:01 with pseudo-sequence HLA-A11:01. The binding affinity (normalized) is 0.196. (4) The peptide sequence is EIKDRILSY. The MHC is HLA-A01:01 with pseudo-sequence HLA-A01:01. The binding affinity (normalized) is 0.0847. (5) The peptide sequence is YQPSSGCYI. The MHC is HLA-A23:01 with pseudo-sequence HLA-A23:01. The binding affinity (normalized) is 0.205. (6) The peptide sequence is SLICGAALY. The MHC is HLA-B58:01 with pseudo-sequence HLA-B58:01. The binding affinity (normalized) is 0.0847. (7) The peptide sequence is MARPADASM. The MHC is HLA-B18:01 with pseudo-sequence HLA-B18:01. The binding affinity (normalized) is 0.0847. (8) The peptide sequence is ALWDSNFFT. The MHC is HLA-A02:03 with pseudo-sequence HLA-A02:03. The binding affinity (normalized) is 0.0530.